Dataset: Forward reaction prediction with 1.9M reactions from USPTO patents (1976-2016). Task: Predict the product of the given reaction. (1) Given the reactants [Li+].[BH4-].[C:3]([O:7][C:8]([NH:10][C@H:11]1[CH2:16][CH2:15][O:14][CH2:13][C@@H:12]1[C:17](OCC)=[O:18])=[O:9])([CH3:6])([CH3:5])[CH3:4], predict the reaction product. The product is: [OH:18][CH2:17][C@@H:12]1[C@@H:11]([NH:10][C:8](=[O:9])[O:7][C:3]([CH3:5])([CH3:4])[CH3:6])[CH2:16][CH2:15][O:14][CH2:13]1. (2) Given the reactants [O-][CH2:2]C.[Na+].[CH:5]1([O:10][C:11]2[C:16]([O:17][CH:18]3[CH2:22][CH2:21][CH2:20][CH2:19]3)=[C:15]([O:23][CH3:24])[CH:14]=[CH:13][C:12]=2[C:25](=[O:31])[CH2:26][C:27]([O:29][CH3:30])=[O:28])[CH2:9][CH2:8][CH2:7][CH2:6]1.Br[CH2:33][CH2:34][O:35][CH2:36][C:37]1[CH:42]=[CH:41][CH:40]=[CH:39][CH:38]=1, predict the reaction product. The product is: [CH2:36]([O:35][CH2:34][CH2:33][CH:26]([C:25](=[O:31])[C:12]1[CH:13]=[CH:14][C:15]([O:23][CH3:24])=[C:16]([O:17][CH:18]2[CH2:22][CH2:21][CH2:20][CH2:19]2)[C:11]=1[O:10][CH:5]1[CH2:6][CH2:7][CH2:8][CH2:9]1)[C:27]([O:29][CH2:30][CH3:2])=[O:28])[C:37]1[CH:42]=[CH:41][CH:40]=[CH:39][CH:38]=1. (3) Given the reactants [CH3:1][O:2][C:3]1[CH:4]=[C:5]([C:9](=O)[CH2:10][O:11][C:12]2[CH:20]=[CH:19][CH:18]=[CH:17][C:13]=2[C:14]([NH2:16])=[O:15])[CH:6]=[CH:7][CH:8]=1.C1(C)C=CC(S(O)(=O)=O)=CC=1.C(OCC)(=O)C.C(OCC)C, predict the reaction product. The product is: [CH3:1][O:2][C:3]1[CH:4]=[C:5]([C:9]2[NH:16][C:14](=[O:15])[C:13]3[CH:17]=[CH:18][CH:19]=[CH:20][C:12]=3[O:11][CH:10]=2)[CH:6]=[CH:7][CH:8]=1. (4) Given the reactants [C:1]([C:5]1[CH:23]=[CH:22][C:8]([C:9]([NH:11][C:12]2[N:13]=[C:14]3[CH:19]=[CH:18][C:17](Cl)=[N:16][N:15]3[CH:21]=2)=[O:10])=[CH:7][CH:6]=1)([CH3:4])([CH3:3])[CH3:2].OB(O)[C:26]1[CH:31]=[CH:30][CH:29]=[CH:28][CH:27]=1.C(=O)([O-])[O-].[K+].[K+].COCCOC, predict the reaction product. The product is: [C:1]([C:5]1[CH:23]=[CH:22][C:8]([C:9]([NH:11][C:12]2[N:13]=[C:14]3[CH:19]=[CH:18][C:17]([C:26]4[CH:31]=[CH:30][CH:29]=[CH:28][CH:27]=4)=[N:16][N:15]3[CH:21]=2)=[O:10])=[CH:7][CH:6]=1)([CH3:4])([CH3:3])[CH3:2].